This data is from Catalyst prediction with 721,799 reactions and 888 catalyst types from USPTO. The task is: Predict which catalyst facilitates the given reaction. (1) The catalyst class is: 33. Reactant: [Br:1][C:2]1[C:18]([CH3:19])=[C:17]([N+:20]([O-:22])=[O:21])[CH:16]=[C:15]([Br:23])[C:3]=1[O:4][C:5]1[CH:10]=[CH:9][C:8]([OH:11])=[C:7]([CH:12]([CH3:14])[CH3:13])[CH:6]=1.[C:24](O)(C(F)(F)F)=[O:25]. Product: [Br:1][C:2]1[C:18]([CH3:19])=[C:17]([N+:20]([O-:22])=[O:21])[CH:16]=[C:15]([Br:23])[C:3]=1[O:4][C:5]1[CH:6]=[C:7]([CH:12]([CH3:14])[CH3:13])[C:8]([OH:11])=[C:9]([CH:10]=1)[CH:24]=[O:25]. (2) Reactant: [CH2:1]([C:3]([C:21]1[CH:32]=[CH:31][C:24]([C:25](N(OC)C)=[O:26])=[C:23]([CH3:33])[CH:22]=1)([C:6]1[CH:11]=[CH:10][C:9]([O:12][CH2:13][CH:14]([OH:19])[C:15]([CH3:18])([CH3:17])[CH3:16])=[C:8]([CH3:20])[CH:7]=1)[CH2:4][CH3:5])[CH3:2].C1COCC1.C1COCC1.[H-].[H-].[H-].[H-].[Li+].[Al+3]. Product: [CH2:1]([C:3]([C:21]1[CH:32]=[CH:31][C:24]([CH:25]=[O:26])=[C:23]([CH3:33])[CH:22]=1)([C:6]1[CH:11]=[CH:10][C:9]([O:12][CH2:13][CH:14]([OH:19])[C:15]([CH3:17])([CH3:18])[CH3:16])=[C:8]([CH3:20])[CH:7]=1)[CH2:4][CH3:5])[CH3:2]. The catalyst class is: 28. (3) Reactant: [C:1]1([OH:7])[CH:6]=[CH:5][CH:4]=[CH:3][CH:2]=1.C1(P(C2C=CC=CC=2)C2C=CC=CC=2)C=CC=CC=1.O[CH:28]1[CH2:32][CH2:31][N:30]([C:33]([O:35][C:36]([CH3:39])([CH3:38])[CH3:37])=[O:34])[CH2:29]1.CCOC(/N=N/C(OCC)=O)=O. The catalyst class is: 1. Product: [O:7]([CH:32]1[CH2:28][CH2:29][N:30]([C:33]([O:35][C:36]([CH3:39])([CH3:38])[CH3:37])=[O:34])[CH2:31]1)[C:1]1[CH:6]=[CH:5][CH:4]=[CH:3][CH:2]=1. (4) Reactant: [CH3:1][S:2]([NH:5][C:6]1[CH:7]=[C:8]2[C:12](=[CH:13][CH:14]=1)[N:11]([CH2:15][C:16]([O:18][CH3:19])=[O:17])[CH:10]=[CH:9]2)(=[O:4])=[O:3].[C:20](O[C:20]([O:22][C:23]([CH3:26])([CH3:25])[CH3:24])=[O:21])([O:22][C:23]([CH3:26])([CH3:25])[CH3:24])=[O:21]. Product: [C:23]([O:22][C:20]([N:5]([C:6]1[CH:7]=[C:8]2[C:12](=[CH:13][CH:14]=1)[N:11]([CH2:15][C:16]([O:18][CH3:19])=[O:17])[CH:10]=[CH:9]2)[S:2]([CH3:1])(=[O:3])=[O:4])=[O:21])([CH3:26])([CH3:25])[CH3:24]. The catalyst class is: 64. (5) Reactant: [O:1]=[C:2]1[N:6]([C:7]2[CH:8]=[CH:9][C:10]3[C:16](=[O:17])[CH2:15][CH2:14][CH2:13][CH2:12][C:11]=3[CH:18]=2)[CH2:5][C@H:4]([CH2:19][NH:20][C:21](=[O:23])[CH3:22])[O:3]1.[N:24]1[CH:29]=[CH:28][C:27]([CH:30]=O)=[CH:26][CH:25]=1.N1CCCCC1. Product: [O:1]=[C:2]1[N:6]([C:7]2[CH:8]=[CH:9][C:10]3[C:16](=[O:17])[C:15](=[CH:30][C:27]4[CH:28]=[CH:29][N:24]=[CH:25][CH:26]=4)[CH2:14][CH2:13][CH2:12][C:11]=3[CH:18]=2)[CH2:5][C@H:4]([CH2:19][NH:20][C:21](=[O:23])[CH3:22])[O:3]1. The catalyst class is: 15. (6) Reactant: [OH:1][C:2]1[N:10]=[C:9]([OH:11])[C:8]([F:12])=[CH:7][C:3]=1C(O)=O. Product: [OH:11][C:9]1[C:8]([F:12])=[CH:7][CH:3]=[C:2]([OH:1])[N:10]=1. The catalyst class is: 12. (7) Reactant: [C:1]([C:4]1[CH:17]=[CH:16][C:7]([CH2:8][N:9]2[C:13](=[O:14])[CH2:12][S:11][C:10]2=[O:15])=[CH:6][CH:5]=1)([OH:3])=O.[NH2:18][C:19]1[CH:24]=[CH:23][CH:22]=[CH:21][CH:20]=1.P(Cl)(Cl)Cl.C1(C)C=CC=CC=1. Product: [C:19]1([NH:18][C:1]([C:4]2[CH:17]=[CH:16][C:7]([CH2:8][N:9]3[C:13](=[O:14])[CH2:12][S:11][C:10]3=[O:15])=[CH:6][CH:5]=2)=[O:3])[CH:24]=[CH:23][CH:22]=[CH:21][CH:20]=1. The catalyst class is: 6.